Dataset: Retrosynthesis with 50K atom-mapped reactions and 10 reaction types from USPTO. Task: Predict the reactants needed to synthesize the given product. (1) Given the product CC(=O)O, predict the reactants needed to synthesize it. The reactants are: NC(=O)c1cnccn1. (2) The reactants are: C[C@]12CC(=O)[C@H]3[C@@H](CC[C@H]4CC(=O)CC[C@@]43C)[C@@H]1CC[C@@H]2C(=O)OCCCN1CCOCC1. Given the product C[C@]12CC(=O)[C@H]3[C@@H](CC[C@H]4C[C@H](O)CC[C@@]43C)[C@@H]1CC[C@@H]2C(=O)OCCCN1CCOCC1, predict the reactants needed to synthesize it.